From a dataset of Full USPTO retrosynthesis dataset with 1.9M reactions from patents (1976-2016). Predict the reactants needed to synthesize the given product. (1) Given the product [C:23]([O:22][C@@H:17]([C:16]1[C:15]([CH3:27])=[CH:14][N:13]2[N:28]=[C:29]3[CH:30]=[C:12]2[C:11]=1[N:8]1[CH2:7][CH2:6][C:5]([CH3:48])([O:4][CH2:1][CH:2]=[CH:3][CH2:43][O:42][C:37]2[CH:38]=[CH:39][CH:40]=[CH:41][C:36]=2[CH2:35][CH:34]([OH:46])[CH2:33][NH:32][C:31]3=[O:47])[CH2:10][CH2:9]1)[C:18]([O:20][CH3:21])=[O:19])([CH3:25])([CH3:26])[CH3:24], predict the reactants needed to synthesize it. The reactants are: [CH2:1]([O:4][C:5]1([CH3:48])[CH2:10][CH2:9][N:8]([C:11]2[C:12]3[N:13]([N:28]=[C:29]([C:31](=[O:47])[NH:32][CH2:33][CH:34]([OH:46])[CH2:35][C:36]4[CH:41]=[CH:40][CH:39]=[CH:38][C:37]=4[O:42][CH2:43]C=C)[CH:30]=3)[CH:14]=[C:15]([CH3:27])[C:16]=2[C@H:17]([O:22][C:23]([CH3:26])([CH3:25])[CH3:24])[C:18]([O:20][CH3:21])=[O:19])[CH2:7][CH2:6]1)[CH:2]=[CH2:3]. (2) Given the product [CH2:16]1[C:17]2[C:13](=[CH:12][C:11]([O:10][C:2]3[CH:9]=[CH:8][C:5]([C:6]#[N:7])=[CH:4][CH:3]=3)=[CH:19][CH:18]=2)[CH2:14][CH2:15]1, predict the reactants needed to synthesize it. The reactants are: F[C:2]1[CH:9]=[CH:8][C:5]([C:6]#[N:7])=[CH:4][CH:3]=1.[OH:10][C:11]1[CH:12]=[C:13]2[C:17](=[CH:18][CH:19]=1)[CH2:16][CH2:15][CH2:14]2.C(=O)([O-])[O-].[Cs+].[Cs+].Cl. (3) Given the product [CH:39]1([N:36]2[CH2:37][CH2:38][C:18]3[N:17]([CH2:15][CH3:16])[C:25]4[CH:24]=[CH:23][C:22]([C:26]([N:28]5[CH2:33][CH2:32][CH:31]([CH3:34])[CH2:30][CH2:29]5)=[O:27])=[CH:21][C:20]=4[C:19]=3[CH2:35]2)[CH2:43][CH2:42][CH2:41][CH2:40]1, predict the reactants needed to synthesize it. The reactants are: C(O[BH-](OC(=O)C)OC(=O)C)(=O)C.[Na+].[CH2:15]([N:17]1[C:25]2[CH:24]=[CH:23][C:22]([C:26]([N:28]3[CH2:33][CH2:32][CH:31]([CH3:34])[CH2:30][CH2:29]3)=[O:27])=[CH:21][C:20]=2[C:19]2[CH2:35][NH:36][CH2:37][CH2:38][C:18]1=2)[CH3:16].[C:39]1(=O)[CH2:43][CH2:42][CH2:41][CH2:40]1. (4) Given the product [CH3:1][CH2:2][C@@:3]1([OH:59])[CH2:21][N:19]2[CH2:20][C@@H:5]([CH2:6][C@:7]([C:55]([O:57][CH3:58])=[O:56])([C:22]3[CH:23]=[C:24]4[C:32]56[C@@H:31]([N:30]([CH3:54])[C:25]4=[CH:26][C:27]=3[O:28][CH3:29])[C@@:42]([OH:47])([C:43]([O:45][CH3:46])=[O:44])[C@H:41]([OH:48])[C@:37]3([CH2:52][CH3:53])[CH:38]=[CH:39][CH2:40][N:35]([C@H:36]53)[CH2:34][CH2:33]6)[C:8]3[NH:16][C:15]4[C:10](=[CH:11][CH:12]=[CH:13][CH:14]=4)[C:9]=3[CH2:17][CH2:18]2)[CH2:4]1, predict the reactants needed to synthesize it. The reactants are: [CH3:1][CH2:2][C@@:3]1([OH:59])[CH2:21][N:19]2[CH2:20][C@H:5]([CH2:6][C@:7]([C:55]([O:57][CH3:58])=[O:56])([C:22]3[CH:23]=[C:24]4[C@:32]56[C@@H:36]7[C@:37]([CH2:52][CH3:53])([C@@H:41]([O:48]C(C)=O)[C@:42]([OH:47])([C:43]([O:45][CH3:46])=[O:44])[C@@H:31]5[N:30]([CH3:54])[C:25]4=[CH:26][C:27]=3[O:28][CH3:29])[CH:38]=[CH:39][CH2:40][N:35]7[CH2:34][CH2:33]6)[C:8]3[NH:16][C:15]4[CH:14]=[CH:13][CH:12]=[CH:11][C:10]=4[C:9]=3[CH2:17][CH2:18]2)[CH2:4]1.CC[C@@]1(O)CN2C[C@H](C[C@](C(OC)=O)(C3C=C4[C@]56[C@@H]7[C@](CC)([C@@H](OC(C)=O)[C@](O)(C(OC)=O)[C@@H]5N(C)C4=CC=3OC)C=CCN7CC6)C3NC4C=CC=CC=4C=3CC2)C1.OS(O)(=O)=O. (5) The reactants are: [Cl:1][C:2]1[CH:3]=[C:4](B(O)O)[CH:5]=[CH:6][C:7]=1[F:8].Cl[C:13]1[C:14]([N:19]2[CH2:24][CH2:23][N:22]([CH2:25][C:26]3[CH:27]=[N:28][N:29]([CH3:31])[CH:30]=3)[CH2:21][CH2:20]2)=[N:15][CH:16]=[CH:17][N:18]=1.C(=O)([O-])[O-].[K+].[K+]. Given the product [Cl:1][C:2]1[CH:3]=[C:4]([C:13]2[C:14]([N:19]3[CH2:24][CH2:23][N:22]([CH2:25][C:26]4[CH:27]=[N:28][N:29]([CH3:31])[CH:30]=4)[CH2:21][CH2:20]3)=[N:15][CH:16]=[CH:17][N:18]=2)[CH:5]=[CH:6][C:7]=1[F:8], predict the reactants needed to synthesize it.